The task is: Predict the reactants needed to synthesize the given product.. This data is from Full USPTO retrosynthesis dataset with 1.9M reactions from patents (1976-2016). (1) Given the product [CH3:1][N:2]([CH2:4][CH:5]1[CH2:7][CH:6]1[C:8]1[CH:16]=[C:15]2[C:11]([C:12]([C:17]#[N:26])=[CH:13][NH:14]2)=[CH:10][CH:9]=1)[CH3:3], predict the reactants needed to synthesize it. The reactants are: [CH3:1][N:2]([CH2:4][CH:5]1[CH2:7][CH:6]1[C:8]1[CH:16]=[C:15]2[C:11]([C:12]([CH:17]=O)=[CH:13][NH:14]2)=[CH:10][CH:9]=1)[CH3:3].P([O-])([O-])(O)=O.[NH4+].[NH4+].[N+:26](CCC)([O-])=O.[OH-].[Na+]. (2) Given the product [C:19]([C:7]1[C:5]2[N:6]=[C:2]([CH2:31][NH:32][CH2:33][CH2:34][C:35]([O:37][CH2:38][CH3:39])=[O:36])[O:3][C:4]=2[C:10]([F:11])=[C:9]([C:12]2[CH:17]=[CH:16][CH:15]=[CH:14][CH:13]=2)[C:8]=1[CH3:18])#[N:20], predict the reactants needed to synthesize it. The reactants are: Cl[C:2]1[O:3][C:4]2[C:5](=[C:7]([C:19]#[N:20])[C:8]([CH3:18])=[C:9]([C:12]3[CH:17]=[CH:16][CH:15]=[CH:14][CH:13]=3)[C:10]=2[F:11])[N:6]=1.C(N(C(C)C)CC)(C)C.Cl.[CH3:31][NH:32][CH2:33][CH2:34][C:35]([O:37][CH2:38][CH3:39])=[O:36]. (3) Given the product [F:8][C:5]1[CH:6]=[CH:7][C:2]([C:15]#[N:17])=[N:3][CH:4]=1, predict the reactants needed to synthesize it. The reactants are: Br[C:2]1[CH:7]=[CH:6][C:5]([F:8])=[CH:4][N:3]=1.CCOCC.C[C:15]([N:17](C)C)=O. (4) The reactants are: C[C:2]([OH:5])([CH3:4])[CH3:3].[Cl:6][C:7]1[C:12]([F:13])=[CH:11][CH:10]=[C:9]([Cl:14])[C:8]=1[CH:15]([O:17][C:18]1[C:19]([NH2:26])=[N:20][CH:21]=C(C=C)[CH:23]=1)[CH3:16].[OH2:27]. Given the product [NH2:26][C:19]1[N:20]=[CH:21][C:3]([C@H:2]([OH:5])[CH2:4][OH:27])=[CH:23][C:18]=1[O:17][CH:15]([C:8]1[C:9]([Cl:14])=[CH:10][CH:11]=[C:12]([F:13])[C:7]=1[Cl:6])[CH3:16], predict the reactants needed to synthesize it.